Dataset: Experimentally validated miRNA-target interactions with 360,000+ pairs, plus equal number of negative samples. Task: Binary Classification. Given a miRNA mature sequence and a target amino acid sequence, predict their likelihood of interaction. (1) The miRNA is hsa-miR-6757-5p with sequence UAGGGAUGGGAGGCCAGGAUGA. The protein sequence of the target gene is MYALALFASLLATALTSPVQDPKTCSGGSAVLCRDVKTAVDCGAVKHCQQMVWSKPTAKSLPCDICKTVVTEAGNLLKDNATQEEILHYLEKTCEWIHDSSLSASCKEVVDSYLPVILDMIKGEMSNPGEVCSALNLCQSLQEYLAEQNQKQLESNKIPEVDMARVVAPFMSNIPLLLYPQDHPRSQPQPKANEDVCQDCMKLVSDVQTAVKTNSSFIQGFVDHVKEDCDRLGPGVSDICKNYVDQYSEVCVQMLMHMQDQQPKEICVLAGFCNEVKRVPMKTLVPATETIKNILPALEM.... Result: 0 (no interaction). (2) The miRNA is hsa-miR-548ac with sequence CAAAAACCGGCAAUUACUUUUG. The protein sequence of the target gene is MEAGEGKERVPKQRQVLIFFVLLGIAQASCQPRHYSVAEETESGSFVANLLKDLGLEIGELAVRGARVVSKGKKMHLQFDRQTGDLLLNEKLDREELCGPTEPCVLPFQVLLENPLQFFQAELRIRDVNDHSPVFLDKEILLKIPESITPGTTFLIERAQDLDVGTNSLQNYTISPNFHFHLNLQDSLDGIILPQLVLNRALDREEQPEIRLTLTALDGGSPPRSGTALVRIEVVDINDNVPEFAKLLYEVQIPEDSPVGSQVAIVSARDLDIGTNGEISYAFSQASEDIRKTFRLSAKS.... Result: 0 (no interaction). (3) The miRNA is hsa-miR-6757-5p with sequence UAGGGAUGGGAGGCCAGGAUGA. The protein sequence of the target gene is MAELNTHVNVKEKIYAVRSVVPNKSNNEIVLVLQQFDFNVDKAVQAFVDGSAIQVLKEWNMTGKKKNNKRKRSKSKQHQGNKDAKDKVERPEAGPLQPQPPQIQNGPMNGCEKDSSSTDSANEKPALIPREKKISILEEPSKALRGVTEGNRLLQQKLSLDGNPKPIHGTTERSDGLQWSAEQPCNPSKPKAKTSPVKSNTPAAHLEIKPDELAKKRGPNIEKSVKDLQRCTVSLTRYRVMIKEEVDSSVKKIKAAFAELHNCIIDKEVSLMAEMDKVKEEAMEILTARQKKAEELKRLT.... Result: 0 (no interaction).